From a dataset of NCI-60 drug combinations with 297,098 pairs across 59 cell lines. Regression. Given two drug SMILES strings and cell line genomic features, predict the synergy score measuring deviation from expected non-interaction effect. (1) Drug 1: CCCS(=O)(=O)NC1=C(C(=C(C=C1)F)C(=O)C2=CNC3=C2C=C(C=N3)C4=CC=C(C=C4)Cl)F. Drug 2: CCC1=CC2CC(C3=C(CN(C2)C1)C4=CC=CC=C4N3)(C5=C(C=C6C(=C5)C78CCN9C7C(C=CC9)(C(C(C8N6C)(C(=O)OC)O)OC(=O)C)CC)OC)C(=O)OC.C(C(C(=O)O)O)(C(=O)O)O. Cell line: HOP-92. Synergy scores: CSS=34.7, Synergy_ZIP=-4.85, Synergy_Bliss=0.0157, Synergy_Loewe=-35.4, Synergy_HSA=-0.896. (2) Drug 1: CC(C1=C(C=CC(=C1Cl)F)Cl)OC2=C(N=CC(=C2)C3=CN(N=C3)C4CCNCC4)N. Cell line: OVCAR3. Synergy scores: CSS=29.9, Synergy_ZIP=-7.51, Synergy_Bliss=0.720, Synergy_Loewe=-17.4, Synergy_HSA=-1.35. Drug 2: COC1=CC(=CC(=C1O)OC)C2C3C(COC3=O)C(C4=CC5=C(C=C24)OCO5)OC6C(C(C7C(O6)COC(O7)C8=CC=CS8)O)O.